From a dataset of Forward reaction prediction with 1.9M reactions from USPTO patents (1976-2016). Predict the product of the given reaction. (1) Given the reactants OO.C(OC(C(F)(F)F)=O)(C(F)(F)F)=[O:4].[CH3:16][N:17]([CH3:35])[CH2:18][CH2:19][NH:20][C:21]1[N:22]=[N+:23]([O-:34])[C:24]2[CH:30]=[C:29]3[O:31][CH2:32][CH2:33][C:28]3=[CH:27][C:25]=2[N:26]=1.C(O)(C(F)(F)F)=O, predict the reaction product. The product is: [O-:34][N+:23]1[C:24]2[CH:30]=[C:29]3[O:31][CH2:32][CH2:33][C:28]3=[CH:27][C:25]=2[N+:26]([O-:4])=[C:21]([NH:20][CH2:19][CH2:18][N:17]([CH3:35])[CH3:16])[N:22]=1. (2) Given the reactants [NH:1]1[C:9]2[C:4](=[CH:5][C:6]([NH:10][C:11]3[C:12]4[CH:19]=[C:18]([C:20](O)=[O:21])[NH:17][C:13]=4[N:14]=[CH:15][N:16]=3)=[CH:7][CH:8]=2)[CH:3]=[N:2]1.[NH:23]1[CH2:27][CH2:26][CH2:25][CH2:24]1, predict the reaction product. The product is: [NH:1]1[C:9]2[C:4](=[CH:5][C:6]([NH:10][C:11]3[C:12]4[CH:19]=[C:18]([C:20]([N:23]5[CH2:27][CH2:26][CH2:25][CH2:24]5)=[O:21])[NH:17][C:13]=4[N:14]=[CH:15][N:16]=3)=[CH:7][CH:8]=2)[CH:3]=[N:2]1. (3) Given the reactants Cl[C:2]1[CH:7]=[C:6]([O:8][C:9]2[C:14]([F:15])=[CH:13][C:12]([NH:16][C:17]([C:19]3([C:22]([NH:24][C:25]4[CH:30]=[CH:29][C:28]([F:31])=[CH:27][CH:26]=4)=[O:23])[CH2:21][CH2:20]3)=[O:18])=[C:11]([F:32])[CH:10]=2)[CH:5]=[CH:4][N:3]=1.[CH3:33][C:34]([CH3:39])([CH3:38])[C:35]([NH2:37])=[O:36].CC1(C)C2C(=C(P(C3C=CC=CC=3)C3C=CC=CC=3)C=CC=2)OC2C(P(C3C=CC=CC=3)C3C=CC=CC=3)=CC=CC1=2.C(=O)([O-])[O-].[Cs+].[Cs+], predict the reaction product. The product is: [F:32][C:11]1[CH:10]=[C:9]([O:8][C:6]2[CH:5]=[CH:4][N:3]=[C:2]([NH:37][C:35](=[O:36])[C:34]([CH3:39])([CH3:38])[CH3:33])[CH:7]=2)[C:14]([F:15])=[CH:13][C:12]=1[NH:16][C:17]([C:19]1([C:22]([NH:24][C:25]2[CH:30]=[CH:29][C:28]([F:31])=[CH:27][CH:26]=2)=[O:23])[CH2:21][CH2:20]1)=[O:18]. (4) Given the reactants [OH-].[Na+].C([O:5][C:6](=[O:28])[C:7]1[CH:12]=[C:11]([O:13][CH3:14])[C:10]([O:15][CH2:16][C:17]2[C:22]([CH3:23])=[N:21][C:20]([CH3:24])=[C:19]([CH3:25])[N:18]=2)=[C:9]([O:26][CH3:27])[CH:8]=1)C, predict the reaction product. The product is: [CH3:23][C:22]1[C:17]([CH2:16][O:15][C:10]2[C:9]([O:26][CH3:27])=[CH:8][C:7]([C:6]([OH:28])=[O:5])=[CH:12][C:11]=2[O:13][CH3:14])=[N:18][C:19]([CH3:25])=[C:20]([CH3:24])[N:21]=1. (5) Given the reactants Cl[C:2]1[N:7]=[C:6]([C:8]2[CH:9]=[N:10][N:11]([C:13]3([CH2:26][C:27]#[N:28])[CH2:18][CH2:17][N:16]([C:19]([C:21]4[O:25][N:24]=[CH:23][CH:22]=4)=[O:20])[CH2:15][CH2:14]3)[CH:12]=2)[CH:5]=[CH:4][N:3]=1.[N:29]1([C:34]2[CH:40]=[CH:39][C:37]([NH2:38])=[CH:36][CH:35]=2)[CH:33]=[CH:32][CH:31]=[N:30]1.C1(C)C=CC(S(O)(=O)=O)=CC=1, predict the reaction product. The product is: [O:25]1[C:21]([C:19]([N:16]2[CH2:17][CH2:18][C:13]([CH2:26][C:27]#[N:28])([N:11]3[CH:12]=[C:8]([C:6]4[CH:5]=[CH:4][N:3]=[C:2]([NH:38][C:37]5[CH:36]=[CH:35][C:34]([N:29]6[CH:33]=[CH:32][CH:31]=[N:30]6)=[CH:40][CH:39]=5)[N:7]=4)[CH:9]=[N:10]3)[CH2:14][CH2:15]2)=[O:20])=[CH:22][CH:23]=[N:24]1. (6) Given the reactants [C:1]([C:4]12[CH2:11][CH2:10][C:7]([NH:12][CH2:13][C:14]([N:16]3[CH2:20][C@@H:19]([F:21])[CH2:18][C@H:17]3[C:22]#[N:23])=[O:15])([CH2:8][CH2:9]1)[CH2:6][CH2:5]2)([OH:3])=O.[CH:24]([C:28]1[CH:34]=[CH:33][C:31]([NH2:32])=[CH:30][CH:29]=1)([CH2:26][CH3:27])[CH3:25], predict the reaction product. The product is: [F:21][C@@H:19]1[CH2:20][N:16]([C:14](=[O:15])[CH2:13][NH:12][C:7]23[CH2:8][CH2:9][C:4]([C:1]([NH:32][C:31]4[CH:33]=[CH:34][C:28]([CH:24]([CH3:25])[CH2:26][CH3:27])=[CH:29][CH:30]=4)=[O:3])([CH2:5][CH2:6]2)[CH2:11][CH2:10]3)[C@H:17]([C:22]#[N:23])[CH2:18]1.